From a dataset of Full USPTO retrosynthesis dataset with 1.9M reactions from patents (1976-2016). Predict the reactants needed to synthesize the given product. (1) The reactants are: [NH2:1][CH2:2][C:3]1[CH:8]=[C:7]([OH:9])[C:6]([O:10][CH3:11])=[CH:5]N=1.CO[CH:14]=[C:15]1[C:24]2[C:19](=[CH:20][CH:21]=[C:22]([N:25]3[CH:29]=[CH:28][CH:27]=[CH:26]3)[CH:23]=2)[C:18](=[O:30])[NH:17][C:16]1=[O:31].[CH3:32]N(C)C=O. Given the product [OH:9][C:7]1[CH:8]=[C:3]([CH:32]=[CH:5][C:6]=1[O:10][CH3:11])[CH2:2][NH:1][CH:14]=[C:15]1[C:24]2[C:19](=[CH:20][CH:21]=[C:22]([N:25]3[CH:29]=[CH:28][CH:27]=[CH:26]3)[CH:23]=2)[C:18](=[O:30])[NH:17][C:16]1=[O:31], predict the reactants needed to synthesize it. (2) Given the product [CH2:11]([O:10][C:4]1[CH:3]=[C:2]([CH:32]([C:31]2[CH:34]=[CH:35][CH:36]=[C:29]([N:24]3[CH:28]=[CH:27][CH:26]=[CH:25]3)[CH:30]=2)[OH:33])[CH:7]=[CH:6][C:5]=1[O:8][CH3:9])[CH3:12], predict the reactants needed to synthesize it. The reactants are: Br[C:2]1[CH:7]=[CH:6][C:5]([O:8][CH3:9])=[C:4]([O:10][CH2:11][CH3:12])[CH:3]=1.C([Li])CCC.CCCCCC.[N:24]1([C:29]2[CH:30]=[C:31]([CH:34]=[CH:35][CH:36]=2)[CH:32]=[O:33])[CH:28]=[CH:27][CH:26]=[CH:25]1.